Dataset: Forward reaction prediction with 1.9M reactions from USPTO patents (1976-2016). Task: Predict the product of the given reaction. The product is: [CH2:10]([N:12]([C:3]1[CH:4]=[N:5][CH:6]=[CH:1][CH:2]=1)[CH3:13])[CH3:11]. Given the reactants [CH:1]1[CH:6]=[N:5][CH:4]=[C:3](C=O)[CH:2]=1.Cl.[CH2:10]([NH2:12])[CH3:11].[C:13]1(C)C=CC=CC=1.C(O)C, predict the reaction product.